Task: Predict the product of the given reaction.. Dataset: Forward reaction prediction with 1.9M reactions from USPTO patents (1976-2016) (1) Given the reactants I[C:2]1[CH:7]=[CH:6][C:5]([O:8][CH:9]2[CH2:14][CH2:13][N:12]([C:15]([O:17][C:18]([CH3:21])([CH3:20])[CH3:19])=[O:16])[CH2:11][CH2:10]2)=[CH:4][CH:3]=1.[CH2:22]([O:29][C:30]([N:32]1[CH2:37][CH2:36][NH:35][C:34](=[O:38])[CH2:33]1)=[O:31])[C:23]1[CH:28]=[CH:27][CH:26]=[CH:25][CH:24]=1.P([O-])([O-])([O-])=O.[K+].[K+].[K+].CNCCNC, predict the reaction product. The product is: [CH3:19][C:18]([O:17][C:15]([N:12]1[CH2:13][CH2:14][CH:9]([O:8][C:5]2[CH:6]=[CH:7][C:2]([N:35]3[CH2:36][CH2:37][N:32]([C:30]([O:29][CH2:22][C:23]4[CH:24]=[CH:25][CH:26]=[CH:27][CH:28]=4)=[O:31])[CH2:33][C:34]3=[O:38])=[CH:3][CH:4]=2)[CH2:10][CH2:11]1)=[O:16])([CH3:21])[CH3:20]. (2) Given the reactants [C:1]([NH:5][C:6]([N:8]1[C:16]2[C:11](=[CH:12][C:13]([C:17]([F:20])([F:19])[F:18])=[CH:14][CH:15]=2)[C:10]([N:21]2C(=O)C3C(=CC=CC=3)C2=O)=[N:9]1)=[O:7])([CH3:4])([CH3:3])[CH3:2].NN, predict the reaction product. The product is: [C:1]([NH:5][C:6]([N:8]1[C:16]2[C:11](=[CH:12][C:13]([C:17]([F:20])([F:18])[F:19])=[CH:14][CH:15]=2)[C:10]([NH2:21])=[N:9]1)=[O:7])([CH3:4])([CH3:2])[CH3:3]. (3) Given the reactants [Br:1][C:2]1[C:10]2[O:9]C[O:7][C:6]=2[C:5]([O:11][CH3:12])=[CH:4][CH:3]=1.C[Si](I)(C)C, predict the reaction product. The product is: [Br:1][C:2]1[CH:3]=[CH:4][C:5]([O:11][CH3:12])=[C:6]([OH:7])[C:10]=1[OH:9].